Dataset: Forward reaction prediction with 1.9M reactions from USPTO patents (1976-2016). Task: Predict the product of the given reaction. (1) The product is: [CH:1]1([C:4]2[CH:5]=[CH:6][C:7]([C:18]([NH:20][C@@H:21]([CH2:27][CH:28]([CH3:30])[CH3:29])[C:22]([OH:24])=[O:23])=[O:19])=[N:8][C:9]=2[CH2:10][C:11]2[CH:16]=[CH:15][C:14]([F:17])=[CH:13][CH:12]=2)[CH2:3][CH2:2]1. Given the reactants [CH:1]1([C:4]2[CH:5]=[CH:6][C:7]([C:18]([NH:20][C@@H:21]([CH2:27][CH:28]([CH3:30])[CH3:29])[C:22]([O:24]CC)=[O:23])=[O:19])=[N:8][C:9]=2[CH2:10][C:11]2[CH:16]=[CH:15][C:14]([F:17])=[CH:13][CH:12]=2)[CH2:3][CH2:2]1.[OH-].[Li+], predict the reaction product. (2) Given the reactants C(NC(C)C)(C)C.C([Li])CCC.[CH3:13][C:14]1[CH:20]=[C:19]([CH3:21])[CH:18]=[C:17]([CH3:22])[C:15]=1[NH2:16].[Br:23][C:24]1[CH:32]=[CH:31][CH:30]=[C:29](F)[C:25]=1[C:26]([OH:28])=[O:27], predict the reaction product. The product is: [Br:23][C:24]1[CH:32]=[CH:31][CH:30]=[C:29]([NH:16][C:15]2[C:17]([CH3:22])=[CH:18][C:19]([CH3:21])=[CH:20][C:14]=2[CH3:13])[C:25]=1[C:26]([OH:28])=[O:27]. (3) Given the reactants C1(P(C2CCCCC2)C2C=CC=CC=2C2C(C(C)C)=CC(C(C)C)=CC=2C(C)C)CCCCC1.[NH2:35][C:36]1[CH:41]=[C:40]([N:42]2[CH2:47][CH2:46][O:45][CH2:44][CH2:43]2)[N:39]=[CH:38][C:37]=1[C:48]1[CH:49]=[C:50]([NH:54][S:55]([CH3:58])(=[O:57])=[O:56])[CH:51]=[CH:52][CH:53]=1.Cl[C:60]1[C:69]2[C:64](=[CH:65][C:66]([F:71])=[CH:67][C:68]=2[F:70])[N:63]=[C:62]([N:72]2[CH2:77][CH2:76][N:75]([C:78]([O:80][C:81]([CH3:84])([CH3:83])[CH3:82])=[O:79])[CH2:74][CH2:73]2)[C:61]=1[CH3:85].CC(C)([O-])C.[Na+], predict the reaction product. The product is: [F:70][C:68]1[CH:67]=[C:66]([F:71])[CH:65]=[C:64]2[C:69]=1[C:60]([NH:35][C:36]1[C:37]([C:48]3[CH:53]=[CH:52][CH:51]=[C:50]([NH:54][S:55]([CH3:58])(=[O:57])=[O:56])[CH:49]=3)=[CH:38][N:39]=[C:40]([N:42]3[CH2:43][CH2:44][O:45][CH2:46][CH2:47]3)[CH:41]=1)=[C:61]([CH3:85])[C:62]([N:72]1[CH2:77][CH2:76][N:75]([C:78]([O:80][C:81]([CH3:83])([CH3:82])[CH3:84])=[O:79])[CH2:74][CH2:73]1)=[N:63]2. (4) Given the reactants [CH2:1]([C@H:8]1[CH2:12][O:11][C:10](=[O:13])[N:9]1[C:14](=[O:27])[CH2:15][CH2:16][CH2:17][C@@H:18]([C:20]1[CH:25]=[CH:24][C:23]([F:26])=[CH:22][CH:21]=1)[OH:19])[C:2]1[CH:7]=[CH:6][CH:5]=[CH:4][CH:3]=1.C(N(C(C)C)C(C)C)C.C[Si](C)(C)Cl.[CH2:42]([O:49][C:50]1[CH:55]=[C:54]([Br:56])[CH:53]=[CH:52][C:51]=1/[CH:57]=[N:58]/[C:59]1[CH:64]=[CH:63][CH:62]=[CH:61][CH:60]=1)[C:43]1[CH:48]=[CH:47][CH:46]=[CH:45][CH:44]=1.C(O)(=O)C, predict the reaction product. The product is: [NH:58]([C@H:57]([C:51]1[CH:52]=[CH:53][C:54]([Br:56])=[CH:55][C:50]=1[O:49][CH2:42][C:43]1[CH:48]=[CH:47][CH:46]=[CH:45][CH:44]=1)[C@@H:15]([CH2:16][CH2:17][C@@H:18]([C:20]1[CH:25]=[CH:24][C:23]([F:26])=[CH:22][CH:21]=1)[OH:19])[C:14]([N:9]1[C@@H:8]([CH2:1][C:2]2[CH:3]=[CH:4][CH:5]=[CH:6][CH:7]=2)[CH2:12][O:11][C:10]1=[O:13])=[O:27])[C:59]1[CH:60]=[CH:61][CH:62]=[CH:63][CH:64]=1. (5) Given the reactants [OH:1][N:2]1[C:7]([CH3:9])([CH3:8])[CH2:6][CH:5](O)[CH2:4][C:3]1([CH3:12])[CH3:11].N(O[C:16]([CH3:19])([CH3:18])[CH3:17])=O.CC([O:24]NC1C=CC=CC=1)C=C.N1[CH:37]=[CH:36][CH:35]=[CH:34][CH:33]=1, predict the reaction product. The product is: [O:24]1[C:33]2[CH:34]=[CH:35][CH:36]=[CH:37][C:18]=2[CH:16]([CH2:19][O:1][N:2]2[C:7]([CH3:9])([CH3:8])[CH2:6][CH2:5][CH2:4][C:3]2([CH3:12])[CH3:11])[CH2:17]1. (6) Given the reactants [CH:1]([C:4]1[CH:12]=[C:11]([CH:13]([CH3:15])[CH3:14])[CH:10]=[C:9]([CH:16]([CH3:18])[CH3:17])[C:5]=1[C:6]([O-:8])=[O:7])([CH3:3])[CH3:2].[Na+].COS([O-])(=O)=O.[C:26]1([S+:32]([C:39]2[CH:44]=[CH:43][CH:42]=[CH:41][CH:40]=2)[C:33]2[CH:38]=[CH:37][CH:36]=[CH:35][CH:34]=2)[CH:31]=[CH:30][CH:29]=[CH:28][CH:27]=1.C(C(C)=O)(C)C.C(O)CCCC, predict the reaction product. The product is: [CH:1]([C:4]1[CH:12]=[C:11]([CH:13]([CH3:15])[CH3:14])[CH:10]=[C:9]([CH:16]([CH3:18])[CH3:17])[C:5]=1[C:6]([O-:8])=[O:7])([CH3:3])[CH3:2].[C:39]1([S+:32]([C:26]2[CH:27]=[CH:28][CH:29]=[CH:30][CH:31]=2)[C:33]2[CH:38]=[CH:37][CH:36]=[CH:35][CH:34]=2)[CH:40]=[CH:41][CH:42]=[CH:43][CH:44]=1. (7) Given the reactants C([O:3][C:4](=O)[CH:5]([CH2:9][C:10]1[CH:15]=[CH:14][C:13]([O:16][CH3:17])=[C:12]([F:18])[C:11]=1[F:19])[C:6](=O)[CH3:7])C.O.[NH2:22][NH2:23], predict the reaction product. The product is: [F:19][C:11]1[C:12]([F:18])=[C:13]([O:16][CH3:17])[CH:14]=[CH:15][C:10]=1[CH2:9][C:5]1[C:4]([OH:3])=[N:22][NH:23][C:6]=1[CH3:7]. (8) Given the reactants [O:1]1[CH:5]=[CH:4][CH:3]=[C:2]1[C:6]([NH2:8])=[O:7].CCN(C(C)C)C(C)C.Br[CH2:19][C:20]([C:22]1[CH:27]=[CH:26][C:25]([Cl:28])=[CH:24][C:23]=1[Cl:29])=O, predict the reaction product. The product is: [Cl:29][C:23]1[CH:24]=[C:25]([Cl:28])[CH:26]=[CH:27][C:22]=1[C:20]1[N:8]=[C:6]([C:2]2[O:1][CH:5]=[CH:4][CH:3]=2)[O:7][CH:19]=1. (9) Given the reactants [F:1][C:2]1[CH:3]=[C:4]([C:10]2[CH2:14][O:13][C:12](=[O:15])[C:11]=2[C:16]2[CH:21]=[CH:20][CH:19]=[CH:18][CH:17]=2)[CH:5]=[CH:6][C:7]=1[S:8][CH3:9].[OH2:22].[OH2:23].O.O.O.O.[Mg+2].C(O[O-])(=O)C1C(=CC=CC=1)C([O-])=O, predict the reaction product. The product is: [F:1][C:2]1[CH:3]=[C:4]([C:10]2[CH2:14][O:13][C:12](=[O:15])[C:11]=2[C:16]2[CH:17]=[CH:18][CH:19]=[CH:20][CH:21]=2)[CH:5]=[CH:6][C:7]=1[S:8]([CH3:9])(=[O:23])=[O:22]. (10) The product is: [N:38]1([C:36](=[O:37])[CH:35]=[CH:34][C:31]2[CH:32]=[CH:33][C:28]([S:27][C:23]3[CH:22]=[C:21]([NH:20][CH2:19][CH:17]4[CH2:18][CH:16]4[C:14]([OH:15])=[O:13])[CH:26]=[CH:25][CH:24]=3)=[C:29]([C:48]([F:49])([F:50])[F:51])[C:30]=2[C:44]([F:45])([F:46])[F:47])[CH2:43][CH2:42][O:41][CH2:40][CH2:39]1. Given the reactants C(OC(C1CC1C=O)=O)C.C([O:13][C:14]([CH:16]1[CH2:18][CH:17]1[CH2:19][NH:20][C:21]1[CH:26]=[CH:25][CH:24]=[C:23]([S:27][C:28]2[CH:33]=[CH:32][C:31]([CH:34]=[CH:35][C:36]([N:38]3[CH2:43][CH2:42][O:41][CH2:40][CH2:39]3)=[O:37])=[C:30]([C:44]([F:47])([F:46])[F:45])[C:29]=2[C:48]([F:51])([F:50])[F:49])[CH:22]=1)=[O:15])C, predict the reaction product.